Dataset: Forward reaction prediction with 1.9M reactions from USPTO patents (1976-2016). Task: Predict the product of the given reaction. (1) Given the reactants [CH:1]1([NH:6][C:7]2[C:8]3[N:9]([CH:15]=[C:16]([N+:18]([O-:20])=[O:19])[CH:17]=3)[N:10]=[CH:11][C:12]=2[C:13]#[N:14])[CH2:5][CH2:4][CH2:3][CH2:2]1.[OH-:21].[NH4+].OO, predict the reaction product. The product is: [CH:1]1([NH:6][C:7]2[C:8]3[N:9]([CH:15]=[C:16]([N+:18]([O-:20])=[O:19])[CH:17]=3)[N:10]=[CH:11][C:12]=2[C:13]([NH2:14])=[O:21])[CH2:5][CH2:4][CH2:3][CH2:2]1. (2) Given the reactants [CH3:1][N:2]([CH3:20])[C:3]([C:5]1[N:14]([CH:15]2[CH2:19][CH2:18][CH2:17][CH2:16]2)[C:8]2[N:9]=[C:10](Cl)[N:11]=[CH:12][C:7]=2[CH:6]=1)=[O:4].C(OC([N:28]1[CH2:33][CH2:32][CH:31]([C:34]2[CH:35]=[N:36][C:37]([NH2:40])=[CH:38][CH:39]=2)[CH2:30][CH2:29]1)=O)(C)(C)C, predict the reaction product. The product is: [CH3:1][N:2]([CH3:20])[C:3]([C:5]1[N:14]([CH:15]2[CH2:19][CH2:18][CH2:17][CH2:16]2)[C:8]2[N:9]=[C:10]([NH:40][C:37]3[N:36]=[CH:35][C:34]([CH:31]4[CH2:32][CH2:33][NH:28][CH2:29][CH2:30]4)=[CH:39][CH:38]=3)[N:11]=[CH:12][C:7]=2[CH:6]=1)=[O:4]. (3) Given the reactants [CH3:1][N:2]1[CH2:7][CH2:6][N:5]([C:8]2[CH:13]=[CH:12][C:11]([N+:14]([O-])=O)=[CH:10][CH:9]=2)[CH2:4][C@H:3]1[CH2:17][OH:18], predict the reaction product. The product is: [NH2:14][C:11]1[CH:10]=[CH:9][C:8]([N:5]2[CH2:6][CH2:7][N:2]([CH3:1])[C@H:3]([CH2:17][OH:18])[CH2:4]2)=[CH:13][CH:12]=1. (4) Given the reactants [O:1]=[C:2]1[N:8]([CH:9]2[CH2:14][CH2:13][N:12]([C:15]([O:17][C@@H:18]([C:29](O)=[O:30])[CH2:19][C:20]3[CH:25]=[C:24]([CH3:26])[C:23]([OH:27])=[C:22]([CH3:28])[CH:21]=3)=[O:16])[CH2:11][CH2:10]2)[CH2:7][CH2:6][C:5]2[CH:32]=[CH:33][CH:34]=[CH:35][C:4]=2[NH:3]1.[CH3:36][N:37]1[CH2:42][CH2:41][N:40]([C:43]2([CH3:49])[CH2:48][CH2:47][NH:46][CH2:45][CH2:44]2)[CH2:39][CH2:38]1, predict the reaction product. The product is: [O:1]=[C:2]1[N:8]([CH:9]2[CH2:14][CH2:13][N:12]([C:15]([O:17][C@H:18]([CH2:19][C:20]3[CH:21]=[C:22]([CH3:28])[C:23]([OH:27])=[C:24]([CH3:26])[CH:25]=3)[C:29]([N:46]3[CH2:45][CH2:44][C:43]([CH3:49])([N:40]4[CH2:39][CH2:38][N:37]([CH3:36])[CH2:42][CH2:41]4)[CH2:48][CH2:47]3)=[O:30])=[O:16])[CH2:11][CH2:10]2)[CH2:7][CH2:6][C:5]2[CH:32]=[CH:33][CH:34]=[CH:35][C:4]=2[NH:3]1. (5) The product is: [OH:18][C@H:19]([C:48]1[CH:57]=[CH:56][C:55]([OH:58])=[C:54]2[C:49]=1[CH:50]=[CH:51][C:52](=[O:59])[NH:53]2)[CH2:20][N:21]([CH2:22][CH2:23][C:24]1[CH:29]=[CH:28][CH:27]=[C:26]([CH2:30][N:31]2[CH2:47][CH2:46][C:34]3([O:39][CH2:38][CH2:37][N:36]([C:40](=[O:45])[C:41]([F:42])([F:43])[F:44])[CH2:35]3)[CH2:33][CH2:32]2)[CH:25]=1)[C:67](=[O:68])[O:69][C:70]([CH3:73])([CH3:72])[CH3:71]. Given the reactants F.F.F.C(N(CC)CC)C.[Si]([O:18][C@H:19]([C:48]1[CH:57]=[CH:56][C:55]([OH:58])=[C:54]2[C:49]=1[CH:50]=[CH:51][C:52](=[O:59])[NH:53]2)[CH2:20][NH:21][CH2:22][CH2:23][C:24]1[CH:29]=[CH:28][CH:27]=[C:26]([CH2:30][N:31]2[CH2:47][CH2:46][C:34]3([O:39][CH2:38][CH2:37][N:36]([C:40](=[O:45])[C:41]([F:44])([F:43])[F:42])[CH2:35]3)[CH2:33][CH2:32]2)[CH:25]=1)(C(C)(C)C)(C)C.C(N(CC)CC)C.[C:67](O[C:67]([O:69][C:70]([CH3:73])([CH3:72])[CH3:71])=[O:68])([O:69][C:70]([CH3:73])([CH3:72])[CH3:71])=[O:68], predict the reaction product. (6) Given the reactants [O:1]=[C:2](Cl)[O:3][C:4](Cl)(Cl)Cl.[F:9][C:10]([F:19])([F:18])[C:11]1[CH:16]=[CH:15][N:14]=C(O)[N:12]=1.[Cl:20][C:21]1[CH:22]=[C:23]([NH:27][CH3:28])[CH:24]=[CH:25][CH:26]=1, predict the reaction product. The product is: [F:9][C:10]([F:19])([F:18])[C:11]1[CH:16]=[CH:15][N:14]=[C:4]([O:3][C:2](=[O:1])[N:27]([C:23]2[CH:24]=[CH:25][CH:26]=[C:21]([Cl:20])[CH:22]=2)[CH3:28])[N:12]=1. (7) Given the reactants [NH2:1][C:2]1([C:8]([OH:10])=[O:9])[CH2:7][CH2:6][CH2:5][CH2:4][CH2:3]1.[CH3:11][Si](C=[N+]=[N-])(C)C, predict the reaction product. The product is: [NH2:1][C:2]1([C:8]([O:10][CH3:11])=[O:9])[CH2:7][CH2:6][CH2:5][CH2:4][CH2:3]1. (8) Given the reactants [CH2:1]([NH:3][CH3:4])[CH3:2].[CH2:5]([NH:7][C:8]([C:10]1[CH:15]=[CH:14][CH:13]=[C:12](Br)[N:11]=1)=[O:9])[CH3:6], predict the reaction product. The product is: [CH2:5]([NH:7][C:8]([C:10]1[CH:15]=[CH:14][CH:13]=[C:12]([N:3]([CH2:1][CH3:2])[CH3:4])[N:11]=1)=[O:9])[CH3:6]. (9) Given the reactants Cl.[NH2:2][C@@H:3]([C:5]1[CH:12]=[CH:11][C:8]([C:9]#[N:10])=[CH:7][CH:6]=1)[CH3:4].[C:13]([O:17][CH2:18][CH3:19])(=[O:16])CO.C[O-].[Na+].C1N=CN(C(N2C=NC=C2)=[O:29])C=1, predict the reaction product. The product is: [O:16]=[C:13]1[N:2]([C@@H:3]([C:5]2[CH:12]=[CH:11][C:8]([C:9]#[N:10])=[CH:7][CH:6]=2)[CH3:4])[C:19](=[O:29])[CH2:18][O:17]1.